Dataset: Reaction yield outcomes from USPTO patents with 853,638 reactions. Task: Predict the reaction yield, written as a fraction of the theoretical maximum amount of product (1.0 means a 100% yield; for example, 0.34 means a 34% yield). (1) The yield is 0.960. The product is [CH:1]1([C:4]2[O:8][N:7]=[C:6]([C:9]([OH:11])=[O:10])[CH:5]=2)[CH2:2][CH2:3]1. No catalyst specified. The reactants are [CH:1]1([C:4]2[O:8][N:7]=[C:6]([C:9]([O:11]CC)=[O:10])[CH:5]=2)[CH2:3][CH2:2]1.[OH-].[Na+].Cl. (2) The reactants are [C:9](O[C:9]([O:11][C:12]([CH3:15])([CH3:14])[CH3:13])=[O:10])([O:11][C:12]([CH3:15])([CH3:14])[CH3:13])=[O:10].[CH3:16][N:17]1[CH:21]=[CH:20][N:19]=[C:18]1[NH2:22]. The catalyst is O1CCCC1. The product is [C:12]([O:11][C:9](=[O:10])[NH:22][C:18]1[N:17]([CH3:16])[CH:21]=[CH:20][N:19]=1)([CH3:13])([CH3:14])[CH3:15]. The yield is 0.770. (3) The reactants are OS(C(F)(F)F)(=O)=O.[C:9](=[NH:32])([O:11][CH2:12][CH2:13][C:14]1[CH:19]=[CH:18][C:17]([O:20][C:21]2[CH:26]=[CH:25][C:24]([Cl:27])=[C:23]([C:28]([F:31])([F:30])[F:29])[CH:22]=2)=[CH:16][CH:15]=1)[NH2:10].[OH:33]/[CH:34]=[C:35](/[CH2:40][C:41]1[CH:42]=[N:43][CH:44]=[N:45][CH:46]=1)\[C:36](OC)=O.C([O-])(=O)C.[K+]. The catalyst is C1(C)C=CC=CC=1. The product is [Cl:27][C:24]1[CH:25]=[CH:26][C:21]([O:20][C:17]2[CH:16]=[CH:15][C:14]([CH2:13][CH2:12][O:11][C:9]3[NH:10][CH:36]=[C:35]([CH2:40][C:41]4[CH:46]=[N:45][CH:44]=[N:43][CH:42]=4)[C:34](=[O:33])[N:32]=3)=[CH:19][CH:18]=2)=[CH:22][C:23]=1[C:28]([F:31])([F:30])[F:29]. The yield is 0.211. (4) The reactants are [NH:1]1[C:12]2[C:4](=[CH:5][CH:6]=[C:7]3[C:11]=2[CH:10]=[CH:9][NH:8]3)[CH:3]=[C:2]1[C:13]([O:15]C)=[O:14].C[Si](C)(C)[O-].[K+]. The catalyst is O1CCCC1. The yield is 0.440. The product is [NH:1]1[C:12]2[C:4](=[CH:5][CH:6]=[C:7]3[C:11]=2[CH:10]=[CH:9][NH:8]3)[CH:3]=[C:2]1[C:13]([OH:15])=[O:14]. (5) The reactants are [NH:1]1[C:9]2[C:4](=[CH:5][CH:6]=[CH:7][CH:8]=2)[C:3]([CH2:10][C@H:11]([NH:14][C:15](=[O:21])[O:16][C:17]([CH3:20])([CH3:19])[CH3:18])[CH:12]=[CH2:13])=[CH:2]1.B1C2CCCC1CCC2.[Cl:31][C:32]1[C:37](/[CH:38]=[CH:39]/[C:40]2[CH:45]=[CH:44][N:43]=[CH:42][CH:41]=2)=[CH:36][C:35](I)=[CH:34][N:33]=1.C([O-])([O-])=O.[Cs+].[Cs+]. The catalyst is C1COCC1.CN(C=O)C.C1C=CC(P(C2C=CC=CC=2)[C-]2C=CC=C2)=CC=1.C1C=CC(P(C2C=CC=CC=2)[C-]2C=CC=C2)=CC=1.Cl[Pd]Cl.[Fe+2]. The product is [Cl:31][C:32]1[N:33]=[CH:34][C:35]([CH2:13][CH2:12][C@@H:11]([NH:14][C:15](=[O:21])[O:16][C:17]([CH3:20])([CH3:19])[CH3:18])[CH2:10][C:3]2[C:4]3[C:9](=[CH:8][CH:7]=[CH:6][CH:5]=3)[NH:1][CH:2]=2)=[CH:36][C:37]=1/[CH:38]=[CH:39]/[C:40]1[CH:41]=[CH:42][N:43]=[CH:44][CH:45]=1. The yield is 0.400. (6) The reactants are C([N-]C(C)C)(C)C.[Li+].[Br:9][C:10]1[CH:18]=[CH:17][CH:16]=[C:15]2[C:11]=1[CH2:12][CH2:13][C:14]2=[O:19].Br[CH2:21][C:22]1[CH:31]=[CH:30][C:25]([C:26]([O:28][CH3:29])=[O:27])=[CH:24][CH:23]=1. The catalyst is C1COCC1. The product is [Br:9][C:10]1[CH:18]=[CH:17][CH:16]=[C:15]2[C:11]=1[CH2:12][CH:13]([CH2:21][C:22]1[CH:31]=[CH:30][C:25]([C:26]([O:28][CH3:29])=[O:27])=[CH:24][CH:23]=1)[C:14]2=[O:19]. The yield is 0.0400. (7) The reactants are [Cl:1][C:2]1[C:3]([C:34]2[CH:39]=[CH:38][C:37]([O:40][CH3:41])=[CH:36][CH:35]=2)=[C:4]2[C:18]3[CH2:19][CH2:20][C@H:21]([C:23]([NH:25][C@@H](C4C=CC=CC=4)C)=[O:24])[CH2:22][C:17]=3[S:16][C:5]2=[N:6][C:7]=1[CH2:8][N:9]1[C:13](=[O:14])[CH2:12][CH2:11][C:10]1=[O:15].C1(OC)C=CC=CC=1.CS(O)(=O)=O.C(OCC)(=O)C. The catalyst is O. The product is [Cl:1][C:2]1[C:3]([C:34]2[CH:39]=[CH:38][C:37]([O:40][CH3:41])=[CH:36][CH:35]=2)=[C:4]2[C:18]3[CH2:19][CH2:20][C@H:21]([C:23]([NH2:25])=[O:24])[CH2:22][C:17]=3[S:16][C:5]2=[N:6][C:7]=1[CH2:8][N:9]1[C:10](=[O:15])[CH2:11][CH2:12][C:13]1=[O:14]. The yield is 0.892.